Dataset: Catalyst prediction with 721,799 reactions and 888 catalyst types from USPTO. Task: Predict which catalyst facilitates the given reaction. (1) Reactant: [C:1]1([P:7]([C:11]2[CH:16]=[CH:15][CH:14]=[CH:13][CH:12]=2)[CH2:8][CH2:9][NH2:10])[CH:6]=[CH:5][CH:4]=[CH:3][CH:2]=1.[CH:17]1([CH:23]=O)[CH2:22][CH2:21][CH2:20][CH2:19][CH2:18]1. Product: [CH:17]1([CH:23]=[N:10][CH2:9][CH2:8][P:7]([C:11]2[CH:16]=[CH:15][CH:14]=[CH:13][CH:12]=2)[C:1]2[CH:2]=[CH:3][CH:4]=[CH:5][CH:6]=2)[CH2:22][CH2:21][CH2:20][CH2:19][CH2:18]1. The catalyst class is: 8. (2) Reactant: [C:1]1(=[O:8])[O:7][C:5](=[O:6])[CH2:4][O:3][CH2:2]1.[CH3:9][N:10]1[C:14]([C:15]([NH2:17])=[O:16])=[C:13]([NH2:18])[C:12]([CH2:19][CH2:20][CH3:21])=[N:11]1. Product: [NH2:17][C:15]([C:14]1[N:10]([CH3:9])[N:11]=[C:12]([CH2:19][CH2:20][CH3:21])[C:13]=1[NH:18][C:5]([CH2:4][O:3][CH2:2][C:1]([OH:7])=[O:8])=[O:6])=[O:16]. The catalyst class is: 4. (3) Reactant: C[O:2][C:3](=O)[CH:4]([N:6]1[C:14]2[CH:13]=[CH:12][N:11]=[CH:10][C:9]=2[C:8]([I:15])=[CH:7]1)[CH3:5].[BH4-].[Li+].C1COCC1. The catalyst class is: 14. Product: [I:15][C:8]1[C:9]2[CH:10]=[N:11][CH:12]=[CH:13][C:14]=2[N:6]([CH:4]([CH3:5])[CH2:3][OH:2])[CH:7]=1. (4) Reactant: [O:1]1[CH2:5][C@@H:4]([NH2:6])[C@H:3]([NH2:7])[CH2:2]1.C([Li])CCC.[C:13](OC([O-])=O)([O:15][C:16]([CH3:19])([CH3:18])[CH3:17])=[O:14].[Cl-].[Na+]. Product: [C:16]([O:15][C:13](=[O:14])[NH:6][C@@H:4]1[CH2:5][O:1][CH2:2][C@H:3]1[NH2:7])([CH3:19])([CH3:18])[CH3:17]. The catalyst class is: 7.